This data is from Peptide-MHC class II binding affinity with 134,281 pairs from IEDB. The task is: Regression. Given a peptide amino acid sequence and an MHC pseudo amino acid sequence, predict their binding affinity value. This is MHC class II binding data. (1) The peptide sequence is YDKFLANVSTPLTGK. The MHC is DRB1_0405 with pseudo-sequence DRB1_0405. The binding affinity (normalized) is 0.715. (2) The MHC is HLA-DQA10102-DQB10602 with pseudo-sequence HLA-DQA10102-DQB10602. The peptide sequence is INEPTAQAIAYGLDR. The binding affinity (normalized) is 0.699. (3) The peptide sequence is LVKYVNGDGDVVAVDIKEKG. The MHC is DRB3_0101 with pseudo-sequence DRB3_0101. The binding affinity (normalized) is 0.460. (4) The peptide sequence is VERLKRMAISGDDCVVK. The MHC is DRB1_1302 with pseudo-sequence DRB1_1302. The binding affinity (normalized) is 0.377. (5) The peptide sequence is INWVTGGIAIAMACI. The MHC is DRB1_0101 with pseudo-sequence DRB1_0101. The binding affinity (normalized) is 0.828.